From a dataset of Peptide-MHC class I binding affinity with 185,985 pairs from IEDB/IMGT. Regression. Given a peptide amino acid sequence and an MHC pseudo amino acid sequence, predict their binding affinity value. This is MHC class I binding data. (1) The peptide sequence is SLYKGVYEL. The MHC is HLA-A02:02 with pseudo-sequence HLA-A02:02. The binding affinity (normalized) is 0.627. (2) The peptide sequence is ESEVDDPAM. The MHC is HLA-B46:01 with pseudo-sequence HLA-B46:01. The binding affinity (normalized) is 0.0847. (3) The peptide sequence is KYTSGRQEK. The MHC is HLA-A24:03 with pseudo-sequence HLA-A24:03. The binding affinity (normalized) is 0.0847.